The task is: Binary Classification. Given a miRNA mature sequence and a target amino acid sequence, predict their likelihood of interaction.. This data is from Experimentally validated miRNA-target interactions with 360,000+ pairs, plus equal number of negative samples. (1) The protein sequence of the target gene is MPNFSGNWKIIRSENFEELLKVLGVNVMLRKIAVAAASKPAVEIKQEGDTFYIKTSTTVRTTEINFKVGEEFEEQTVDGRPCKSLVKWESENKMVCEQKLLKGEGPKTSWTRELTNDGELILTMTADDVVCTRVYVRE. The miRNA is hsa-miR-4679 with sequence UCUGUGAUAGAGAUUCUUUGCU. Result: 0 (no interaction). (2) The miRNA is hsa-miR-376b-5p with sequence CGUGGAUAUUCCUUCUAUGUUU. The protein sequence of the target gene is MYFCWGADSRELQRRRTAGSPGAELLQAASGERHSLLLLTNHRVLSCGDNSRGQLGRRGAQRGELPEPIQALETLIVDLVSCGKEHSLAVCHKGRVFAWGAGSEGQLGIGEFKEISFTPKKIMTLNDIKIIQVSCGHYHSLALSKDSQVFSWGKNSHGQLGLGKEFPSQASPQRVRSLEGIPLAQVAAGGAHSFALSLCGTSFGWGSNSAGQLALSGRNVPVQSNKPLSVGALKNLGVVYISCGDAHTAVLTQDGKVFTFGDNRSGQLGYSPTPEKRGPQLVERIDGLVSQIDCGSYHTL.... Result: 0 (no interaction).